From a dataset of NCI-60 drug combinations with 297,098 pairs across 59 cell lines. Regression. Given two drug SMILES strings and cell line genomic features, predict the synergy score measuring deviation from expected non-interaction effect. (1) Drug 1: CCCS(=O)(=O)NC1=C(C(=C(C=C1)F)C(=O)C2=CNC3=C2C=C(C=N3)C4=CC=C(C=C4)Cl)F. Drug 2: C1C(C(OC1N2C=NC(=NC2=O)N)CO)O. Cell line: 786-0. Synergy scores: CSS=7.37, Synergy_ZIP=-3.81, Synergy_Bliss=3.32, Synergy_Loewe=-1.20, Synergy_HSA=3.21. (2) Drug 1: CCC1(CC2CC(C3=C(CCN(C2)C1)C4=CC=CC=C4N3)(C5=C(C=C6C(=C5)C78CCN9C7C(C=CC9)(C(C(C8N6C=O)(C(=O)OC)O)OC(=O)C)CC)OC)C(=O)OC)O.OS(=O)(=O)O. Drug 2: CS(=O)(=O)CCNCC1=CC=C(O1)C2=CC3=C(C=C2)N=CN=C3NC4=CC(=C(C=C4)OCC5=CC(=CC=C5)F)Cl. Cell line: MDA-MB-231. Synergy scores: CSS=22.0, Synergy_ZIP=4.65, Synergy_Bliss=3.01, Synergy_Loewe=-54.7, Synergy_HSA=5.49. (3) Drug 1: C1=C(C(=O)NC(=O)N1)F. Cell line: OVCAR-4. Drug 2: C1=CN(C(=O)N=C1N)C2C(C(C(O2)CO)O)O.Cl. Synergy scores: CSS=39.8, Synergy_ZIP=-0.0562, Synergy_Bliss=-2.89, Synergy_Loewe=-2.76, Synergy_HSA=-2.36. (4) Drug 1: C1=CC(=CC=C1CC(C(=O)O)N)N(CCCl)CCCl.Cl. Drug 2: CC1C(C(CC(O1)OC2CC(CC3=C2C(=C4C(=C3O)C(=O)C5=CC=CC=C5C4=O)O)(C(=O)C)O)N)O. Cell line: HOP-92. Synergy scores: CSS=34.0, Synergy_ZIP=-5.11, Synergy_Bliss=-8.07, Synergy_Loewe=-17.9, Synergy_HSA=-4.68. (5) Drug 1: C1=C(C(=O)NC(=O)N1)N(CCCl)CCCl. Drug 2: CN1C2=C(C=C(C=C2)N(CCCl)CCCl)N=C1CCCC(=O)O.Cl. Cell line: RPMI-8226. Synergy scores: CSS=32.4, Synergy_ZIP=3.83, Synergy_Bliss=7.05, Synergy_Loewe=-13.8, Synergy_HSA=3.21. (6) Drug 1: CC1C(C(=O)NC(C(=O)N2CCCC2C(=O)N(CC(=O)N(C(C(=O)O1)C(C)C)C)C)C(C)C)NC(=O)C3=C4C(=C(C=C3)C)OC5=C(C(=O)C(=C(C5=N4)C(=O)NC6C(OC(=O)C(N(C(=O)CN(C(=O)C7CCCN7C(=O)C(NC6=O)C(C)C)C)C)C(C)C)C)N)C. Drug 2: C1CN1C2=NC(=NC(=N2)N3CC3)N4CC4. Cell line: OVCAR-4. Synergy scores: CSS=14.0, Synergy_ZIP=-2.80, Synergy_Bliss=-0.0901, Synergy_Loewe=-3.09, Synergy_HSA=-2.96. (7) Drug 1: CC1=C(C(=O)C2=C(C1=O)N3CC4C(C3(C2COC(=O)N)OC)N4)N. Drug 2: B(C(CC(C)C)NC(=O)C(CC1=CC=CC=C1)NC(=O)C2=NC=CN=C2)(O)O. Cell line: SK-MEL-2. Synergy scores: CSS=62.6, Synergy_ZIP=-9.69, Synergy_Bliss=-14.7, Synergy_Loewe=-13.0, Synergy_HSA=-10.4.